Dataset: Peptide-MHC class II binding affinity with 134,281 pairs from IEDB. Task: Regression. Given a peptide amino acid sequence and an MHC pseudo amino acid sequence, predict their binding affinity value. This is MHC class II binding data. (1) The peptide sequence is SNLELLRISLLLIQS. The MHC is DRB1_1302 with pseudo-sequence DRB1_1302. The binding affinity (normalized) is 0.512. (2) The MHC is DRB1_1302 with pseudo-sequence DRB1_1302. The binding affinity (normalized) is 0.0300. The peptide sequence is VDGRGNYNTDLLPDW. (3) The binding affinity (normalized) is 0.286. The MHC is DRB1_0404 with pseudo-sequence DRB1_0404. The peptide sequence is YGGSWKLEGRWDGEE. (4) The binding affinity (normalized) is 0.0517. The MHC is HLA-DPA10301-DPB10402 with pseudo-sequence HLA-DPA10301-DPB10402. The peptide sequence is STGGAYDTYKCIPSL. (5) The peptide sequence is SMVGLFSNNPHDLPL. The MHC is DRB1_0101 with pseudo-sequence DRB1_0101. The binding affinity (normalized) is 0.534.